This data is from Catalyst prediction with 721,799 reactions and 888 catalyst types from USPTO. The task is: Predict which catalyst facilitates the given reaction. (1) Reactant: [Cl:1][C:2]1[N:3]=[C:4]([N:13]2[CH2:18][CH2:17][O:16][CH2:15][CH2:14]2)[C:5]2[CH:10]=[C:9]([CH:11]=O)[S:8][C:6]=2[N:7]=1.[Cl-].[CH3:20][S:21]([N:24]1[CH2:29][CH2:28][NH2+:27][CH2:26][CH2:25]1)(=[O:23])=[O:22].C([O-])(=O)C.[Na+].C(OC)(OC)OC.C(O[BH-](OC(=O)C)OC(=O)C)(=O)C.[Na+]. Product: [Cl:1][C:2]1[N:3]=[C:4]([N:13]2[CH2:18][CH2:17][O:16][CH2:15][CH2:14]2)[C:5]2[CH:10]=[C:9]([CH2:11][N:27]3[CH2:28][CH2:29][N:24]([S:21]([CH3:20])(=[O:23])=[O:22])[CH2:25][CH2:26]3)[S:8][C:6]=2[N:7]=1. The catalyst class is: 26. (2) Reactant: [OH:1][CH2:2][C@@H:3]1[O:8][C:7]2[CH:9]=[CH:10][C:11]([N+:13]([O-])=O)=[CH:12][C:6]=2[N:5]([S:16]([C:19]2[CH:20]=[C:21]([CH:24]=[CH:25][CH:26]=2)[C:22]#[N:23])(=[O:18])=[O:17])[CH2:4]1.C([O-])=O.[NH4+]. Product: [NH2:13][C:11]1[CH:10]=[CH:9][C:7]2[O:8][C@@H:3]([CH2:2][OH:1])[CH2:4][N:5]([S:16]([C:19]3[CH:20]=[C:21]([CH:24]=[CH:25][CH:26]=3)[C:22]#[N:23])(=[O:18])=[O:17])[C:6]=2[CH:12]=1. The catalyst class is: 5. (3) Reactant: [CH3:1][O:2][C:3]1[C:8]([CH3:9])=[N:7][N:6]([CH3:10])[C:5](=[O:11])[C:4]=1[N:12]1[C:20]2[C:15](=[CH:16][CH:17]=[CH:18][CH:19]=2)[CH:14]=[C:13]1[CH3:21].S(Cl)([Cl:25])(=O)=O. Product: [Cl:25][C:14]1[C:15]2[C:20](=[CH:19][CH:18]=[CH:17][CH:16]=2)[N:12]([C:4]2[C:5](=[O:11])[N:6]([CH3:10])[N:7]=[C:8]([CH3:9])[C:3]=2[O:2][CH3:1])[C:13]=1[CH3:21]. The catalyst class is: 2. (4) Reactant: [C:1]([O:5][C:6]([C@H:8]1[C@H:12]([C:13]2[CH:18]=[CH:17][CH:16]=[C:15]([Cl:19])[C:14]=2[F:20])[C@:11]([C:23]2[CH:28]=[CH:27][C:26]([Cl:29])=[CH:25][C:24]=2[F:30])([C:21]#[N:22])[C@@H:10]([CH3:31])[NH:9]1)=[O:7])([CH3:4])([CH3:3])[CH3:2].[CH3:32][C:33]1[CH:34]=[C:35]([CH:38]=[CH:39][CH:40]=1)[CH2:36]Br.C(=O)([O-])[O-].[Cs+].[Cs+]. Product: [C:1]([O:5][C:6]([CH:8]1[CH:12]([C:13]2[CH:18]=[CH:17][CH:16]=[C:15]([Cl:19])[C:14]=2[F:20])[C:11]([C:23]2[CH:28]=[CH:27][C:26]([Cl:29])=[CH:25][C:24]=2[F:30])([C:21]#[N:22])[CH:10]([CH3:31])[N:9]1[CH2:32][C:33]1[CH:40]=[CH:39][CH:38]=[C:35]([CH3:36])[CH:34]=1)=[O:7])([CH3:4])([CH3:2])[CH3:3]. The catalyst class is: 3. (5) Product: [CH3:16][O:17][C:18]1[N:19]=[N:20][CH:21]=[CH:22][C:23]=1[Sn:28]([CH2:30][CH2:31][CH2:32][CH3:33])([CH2:34][CH2:35][CH2:36][CH3:37])[CH2:24][CH2:25][CH2:26][CH3:27]. The catalyst class is: 28. Reactant: CC1(C)CCCC(C)(C)N1.[Li]CCCC.[CH3:16][O:17][C:18]1[N:19]=[N:20][CH:21]=[CH:22][CH:23]=1.[CH2:24]([Sn:28]([CH2:34][CH2:35][CH2:36][CH3:37])([CH2:30][CH2:31][CH2:32][CH3:33])Cl)[CH2:25][CH2:26][CH3:27].[NH4+].[Cl-].